Dataset: Full USPTO retrosynthesis dataset with 1.9M reactions from patents (1976-2016). Task: Predict the reactants needed to synthesize the given product. Given the product [CH3:1][C:2]1[CH2:10][C:9]2[C:4]([C:3]=1[CH2:16][C:15]([O:14][CH3:13])=[O:18])=[CH:5][CH:6]=[C:7]([CH3:11])[CH:8]=2, predict the reactants needed to synthesize it. The reactants are: [CH3:1][CH:2]1[CH2:10][C:9]2[C:4](=[CH:5][CH:6]=[C:7]([CH3:11])[CH:8]=2)[C:3]1=O.[CH3:13][O:14][C:15](=[O:18])[CH2:16]Br.